From a dataset of Forward reaction prediction with 1.9M reactions from USPTO patents (1976-2016). Predict the product of the given reaction. (1) Given the reactants [Cl:1][C:2]1[N:7]=[C:6]([NH:8][C:9]2[CH:19]=[CH:18][C:12]3[N:13]([CH3:17])[C:14]([NH2:16])=[N:15][C:11]=3[CH:10]=2)[CH:5]=[CH:4][N:3]=1.C(N(CC)CC)C.[C:27](O[C:27]([O:29][C:30]([CH3:33])([CH3:32])[CH3:31])=[O:28])([O:29][C:30]([CH3:33])([CH3:32])[CH3:31])=[O:28], predict the reaction product. The product is: [Cl:1][C:2]1[N:7]=[C:6]([NH:8][C:9]2[CH:19]=[CH:18][C:12]3[N:13]([CH3:17])[C:14]([NH:16][C:27](=[O:28])[O:29][C:30]([CH3:33])([CH3:32])[CH3:31])=[N:15][C:11]=3[CH:10]=2)[CH:5]=[CH:4][N:3]=1. (2) The product is: [OH:50][C:39]1[CH:38]=[CH:37][C:36]([C:15]2[CH:16]=[C:17]3[C:9]([C:4]4[CH:5]=[CH:6][CH:7]=[CH:8][C:3]=4[O:2][CH3:1])=[N:10][N:11]([CH2:27][O:28][CH2:29][CH2:30][Si:31]([CH3:33])([CH3:34])[CH3:32])[C:12]3=[N:13][CH:14]=2)=[CH:41][C:40]=1[C:42]([N:44]1[CH2:45][CH2:46][O:47][CH2:48][CH2:49]1)=[O:43]. Given the reactants [CH3:1][O:2][C:3]1[CH:8]=[CH:7][CH:6]=[CH:5][C:4]=1[C:9]1[C:17]2[C:12](=[N:13][CH:14]=[C:15](B3OC(C)(C)C(C)(C)O3)[CH:16]=2)[N:11]([CH2:27][O:28][CH2:29][CH2:30][Si:31]([CH3:34])([CH3:33])[CH3:32])[N:10]=1.Br[C:36]1[CH:37]=[CH:38][C:39]([OH:50])=[C:40]([C:42]([N:44]2[CH2:49][CH2:48][O:47][CH2:46][CH2:45]2)=[O:43])[CH:41]=1.C(=O)([O-])[O-].[Na+].[Na+].C(=O)(O)[O-].[Na+], predict the reaction product. (3) Given the reactants C[O:2][C:3]([C:5]1[C:18]2[C:9](=[N:10][C:11]3[C:16]([N:17]=2)=[C:15]2[CH:19]=[CH:20][CH:21]=[C:22]([O:23][CH3:24])[C:14]2=[CH:13][CH:12]=3)[CH:8]=[CH:7][CH:6]=1)=O.[CH3:25][N:26]([CH3:31])[CH2:27][CH:28]([NH2:30])[CH3:29], predict the reaction product. The product is: [CH3:25][N:26]([CH3:31])[CH2:27][CH:28]([NH:30][C:3]([C:5]1[C:18]2[C:9](=[N:10][C:11]3[C:16]([N:17]=2)=[C:15]2[CH:19]=[CH:20][CH:21]=[C:22]([O:23][CH3:24])[C:14]2=[CH:13][CH:12]=3)[CH:8]=[CH:7][CH:6]=1)=[O:2])[CH3:29]. (4) Given the reactants [Br:1][C:2]1[N:3]=[CH:4][N:5]([C:7]2[C:12]([Cl:13])=[CH:11][CH:10]=[CH:9][N:8]=2)[CH:6]=1.[Cl:14][C:15]([Cl:20])([Cl:19])[C:16](Cl)=[O:17].C(N(CC)CC)C, predict the reaction product. The product is: [Br:1][C:2]1[N:3]=[C:4]([C:16](=[O:17])[C:15]([Cl:20])([Cl:19])[Cl:14])[N:5]([C:7]2[C:12]([Cl:13])=[CH:11][CH:10]=[CH:9][N:8]=2)[CH:6]=1. (5) Given the reactants [OH-].[K+].[CH2:3]([O:6][C:7]1[C:16]([C:17](=[O:19])[CH3:18])=[C:15]2[C:10]([C:11](=[O:27])[C:12]([CH3:26])=[C:13]([C:20]3[CH:25]=[CH:24][CH:23]=[CH:22][CH:21]=3)[O:14]2)=[CH:9][CH:8]=1)[CH:4]=[CH2:5].[CH3:28][O:29][C:30]1[CH:31]=[C:32]([CH:35]=[C:36]([O:40][CH3:41])[C:37]=1[O:38][CH3:39])[CH:33]=O, predict the reaction product. The product is: [CH3:26][C:12]1[C:11](=[O:27])[C:10]2[C:15](=[C:16]([C:17](=[O:19])[CH:18]=[CH:33][C:32]3[CH:35]=[C:36]([O:40][CH3:41])[C:37]([O:38][CH3:39])=[C:30]([O:29][CH3:28])[CH:31]=3)[C:7]([O:6][CH2:3][CH:4]=[CH2:5])=[CH:8][CH:9]=2)[O:14][C:13]=1[C:20]1[CH:21]=[CH:22][CH:23]=[CH:24][CH:25]=1. (6) Given the reactants Br[CH2:2][C:3]([C:5]1[CH:18]=[CH:17][C:16]2[S:15][C:14]3[C:9](=[CH:10][CH:11]=[CH:12][CH:13]=3)[N:8](C(=O)CCl)[C:7]=2[CH:6]=1)=[O:4].[ClH:23], predict the reaction product. The product is: [Cl:23][CH2:2][C:3]([C:5]1[CH:18]=[CH:17][C:16]2[S:15][C:14]3[C:9](=[CH:10][CH:11]=[CH:12][CH:13]=3)[NH:8][C:7]=2[CH:6]=1)=[O:4].